From a dataset of CYP1A2 inhibition data for predicting drug metabolism from PubChem BioAssay. Regression/Classification. Given a drug SMILES string, predict its absorption, distribution, metabolism, or excretion properties. Task type varies by dataset: regression for continuous measurements (e.g., permeability, clearance, half-life) or binary classification for categorical outcomes (e.g., BBB penetration, CYP inhibition). Dataset: cyp1a2_veith. (1) The drug is COc1ccc(-c2nc3cnc(N4CCN(C)CC4)nc3n(CCC#N)c2=O)cc1. The result is 0 (non-inhibitor). (2) The molecule is CC(C)C12CN3CC(C(C)C)(CN(C1)C3c1ccco1)C2=O. The result is 0 (non-inhibitor). (3) The drug is Cn1cccc1C(=O)N1CCC2(CC1)CN(c1ccccn1)C2. The result is 0 (non-inhibitor). (4) The molecule is O=C(Nc1ccccc1N1CCN(C(=O)c2ccc(Cl)cc2)CC1)c1cc(Br)ccc1Cl. The result is 0 (non-inhibitor). (5) The compound is CC(C)NC(=O)c1ccccc1NC(=O)/C=C/c1ccc([N+](=O)[O-])cc1. The result is 0 (non-inhibitor). (6) The compound is COc1ccc(/C=N/Nc2nonc2N)cc1. The result is 1 (inhibitor). (7) The compound is O=[N+]([O-])c1ccccc1N/N=C/c1c[nH]c2ccccc12. The result is 1 (inhibitor).